This data is from Peptide-MHC class I binding affinity with 185,985 pairs from IEDB/IMGT. The task is: Regression. Given a peptide amino acid sequence and an MHC pseudo amino acid sequence, predict their binding affinity value. This is MHC class I binding data. The peptide sequence is ESVKFGNSI. The MHC is HLA-B15:03 with pseudo-sequence HLA-B15:03. The binding affinity (normalized) is 0.572.